From a dataset of Tyrosyl-DNA phosphodiesterase HTS with 341,365 compounds. Binary Classification. Given a drug SMILES string, predict its activity (active/inactive) in a high-throughput screening assay against a specified biological target. The drug is S=c1n(nc(c2c1cccc2)CC)c1ccccc1. The result is 0 (inactive).